Predict the reaction yield, written as a fraction of the theoretical maximum amount of product (1.0 means a 100% yield; for example, 0.34 means a 34% yield). From a dataset of Reaction yield outcomes from USPTO patents with 853,638 reactions. (1) The reactants are [N:1]([C:4]1[C:5]([CH3:11])=[N:6][CH:7]=[C:8]([CH3:10])[N:9]=1)=[N+]=[N-].Cl.O.O.[Sn](Cl)(Cl)(Cl)Cl. The catalyst is CO.C(OCC)(=O)C. The product is [NH2:1][C:4]1[C:5]([CH3:11])=[N:6][CH:7]=[C:8]([CH3:10])[N:9]=1. The yield is 0.380. (2) The catalyst is ClCCl. The yield is 0.870. The product is [CH2:1]([O:8][C:9]1[CH:10]=[CH:11][C:12]([CH2:15][Cl:19])=[CH:13][N:14]=1)[C:2]1[CH:7]=[CH:6][CH:5]=[CH:4][CH:3]=1. The reactants are [CH2:1]([O:8][C:9]1[N:14]=[CH:13][C:12]([CH2:15]O)=[CH:11][CH:10]=1)[C:2]1[CH:7]=[CH:6][CH:5]=[CH:4][CH:3]=1.S(Cl)([Cl:19])=O.C(=O)(O)[O-].[Na+]. (3) The reactants are C([O:8][C:9]1[CH:35]=[CH:34][C:12]([C:13]([N:15]=[C:16]([NH:23][C:24]2[C:32]3[C:27](=[CH:28][C:29]([F:33])=[CH:30][CH:31]=3)[NH:26][N:25]=2)[NH:17][C@@H:18]([CH3:22])[CH2:19][O:20][CH3:21])=[O:14])=[CH:11][CH:10]=1)C1C=CC=CC=1.C([O-])=O.[NH4+]. The catalyst is CO. The product is [F:33][C:29]1[CH:28]=[C:27]2[C:32]([C:24]([NH:23][C:16]([NH:17][C@@H:18]([CH3:22])[CH2:19][O:20][CH3:21])=[N:15][C:13](=[O:14])[C:12]3[CH:11]=[CH:10][C:9]([OH:8])=[CH:35][CH:34]=3)=[N:25][NH:26]2)=[CH:31][CH:30]=1. The yield is 0.300. (4) The reactants are [CH2:1]([O:3][CH2:4][C:5]([NH:7][C@H:8]1[CH2:13][CH2:12][C@H:11]([OH:14])[CH2:10][CH2:9]1)=[O:6])[CH3:2].[H-].[Na+].[NH2:17][C:18]1[CH:25]=[CH:24][CH:23]=[C:22](F)[C:19]=1[C:20]#[N:21]. The catalyst is O1CCOCC1. The product is [NH2:17][C:18]1[C:19]([C:20]#[N:21])=[C:22]([CH:23]=[CH:24][CH:25]=1)[O:14][C@H:11]1[CH2:10][CH2:9][C@H:8]([NH:7][C:5](=[O:6])[CH2:4][O:3][CH2:1][CH3:2])[CH2:13][CH2:12]1. The yield is 0.720. (5) The reactants are [F:1][C:2]1[CH:3]=[C:4]2[C:13](=[CH:14][CH:15]=1)[C:12]1[CH:11]=[CH:10][CH:9]=[CH:8][C:7]=1[N:6]([S:16]([C:19]1[CH:24]=[CH:23][C:22]([O:25]C)=[CH:21][CH:20]=1)(=[O:18])=[O:17])[C@H:5]2[CH3:27].C1CCCCC=1.B(Br)(Br)Br. The catalyst is C(=O)(O)[O-].[Na+]. The product is [F:1][C:2]1[CH:3]=[C:4]2[C:13](=[CH:14][CH:15]=1)[C:12]1[CH:11]=[CH:10][CH:9]=[CH:8][C:7]=1[N:6]([S:16]([C:19]1[CH:20]=[CH:21][C:22]([OH:25])=[CH:23][CH:24]=1)(=[O:18])=[O:17])[C@H:5]2[CH3:27]. The yield is 0.900. (6) The reactants are [CH3:1][C:2]1[S:6][C:5]([C:7]([OH:9])=O)=[CH:4][C:3]=1[C:10]1[N:14]([CH3:15])[N:13]=[CH:12][CH:11]=1.C(N(CC)C(C)C)(C)C.[NH2:25][C@@H:26]([CH2:39][CH:40]1[CH2:45][CH2:44][CH2:43][CH2:42][CH2:41]1)[CH2:27][N:28]1[C:36](=[O:37])[C:35]2[C:30](=[CH:31][CH:32]=[CH:33][CH:34]=2)[C:29]1=[O:38].CC(OC(N[C@H](C(O)=O)CC1C=CC=CC=1C(F)(F)F)=O)(C)C.F[P-](F)(F)(F)(F)F.Br[P+](N1CCCC1)(N1CCCC1)N1CCCC1. The catalyst is C(Cl)Cl. The product is [CH:40]1([CH2:39][C@H:26]([NH:25][C:7]([C:5]2[S:6][C:2]([CH3:1])=[C:3]([C:10]3[N:14]([CH3:15])[N:13]=[CH:12][CH:11]=3)[CH:4]=2)=[O:9])[CH2:27][N:28]2[C:29](=[O:38])[C:30]3[C:35](=[CH:34][CH:33]=[CH:32][CH:31]=3)[C:36]2=[O:37])[CH2:45][CH2:44][CH2:43][CH2:42][CH2:41]1. The yield is 0.940. (7) The reactants are [Cl:1][C:2]1[C:7]([C:8]2[CH:13]=[CH:12][CH:11]=[C:10]([CH2:14][CH3:15])[CH:9]=2)=[C:6]([C@H:16]([O:30][CH2:31][CH2:32][NH:33][C:34]([O:36][CH3:37])=[O:35])[C@@H:17]2[CH2:22][CH2:21][CH2:20][N:19](C(OC(C)(C)C)=O)[CH2:18]2)[CH:5]=[CH:4][CH:3]=1.C(O)(C(F)(F)F)=O. The catalyst is C(Cl)Cl. The product is [Cl:1][C:2]1[C:7]([C:8]2[CH:13]=[CH:12][CH:11]=[C:10]([CH2:14][CH3:15])[CH:9]=2)=[C:6]([C@@H:16]([C@@H:17]2[CH2:22][CH2:21][CH2:20][NH:19][CH2:18]2)[O:30][CH2:31][CH2:32][NH:33][C:34](=[O:35])[O:36][CH3:37])[CH:5]=[CH:4][CH:3]=1. The yield is 0.990.